Task: Predict the product of the given reaction.. Dataset: Forward reaction prediction with 1.9M reactions from USPTO patents (1976-2016) Given the reactants Br[C:2]1[C:3]([CH2:9][CH3:10])=[CH:4][C:5]([NH2:8])=[N:6][CH:7]=1.[C:11](=[O:14])([O-])[O-].[K+].[K+].[C:17](#N)[CH3:18], predict the reaction product. The product is: [CH2:9]([C:3]1[C:2]([C:18]2[CH:17]=[CH:4][C:3]([O:14][CH3:11])=[CH:2][CH:7]=2)=[CH:7][N:6]=[C:5]([NH2:8])[CH:4]=1)[CH3:10].